This data is from Reaction yield outcomes from USPTO patents with 853,638 reactions. The task is: Predict the reaction yield, written as a fraction of the theoretical maximum amount of product (1.0 means a 100% yield; for example, 0.34 means a 34% yield). (1) The product is [OH:17][C:15]1[C:14]([CH3:18])=[CH:13][C:12]([C:1](=[O:3])[CH3:2])=[C:11]([O:10][CH3:9])[CH:16]=1. The yield is 0.300. The catalyst is ClCCCl.CO.C1COCC1.[Li+].[OH-]. The reactants are [C:1](Cl)(=[O:3])[CH3:2].[Al+3].[Cl-].[Cl-].[Cl-].[CH3:9][O:10][C:11]1[CH:12]=[CH:13][C:14]([CH3:18])=[C:15]([OH:17])[CH:16]=1. (2) The reactants are [NH2:1][CH2:2][C:3]1[N:4]=[N:5][N:6]([CH2:8][C@@H:9]2[C@H:12]([NH:13][C:14](=[O:30])/[C:15](=[N:22]\[O:23][C:24]3([C:27]([OH:29])=[O:28])[CH2:26][CH2:25]3)/[C:16]3[N:17]=[C:18]([NH2:21])[S:19][CH:20]=3)[C:11](=[O:31])[N:10]2[S:32]([OH:35])(=[O:34])=[O:33])[CH:7]=1.Cl.[N:37]1([C:42](N)=[NH:43])C=CC=N1.CCN(C(C)C)C(C)C. The catalyst is CN(C=O)C.C1(C)C=CC=CC=1. The product is [NH2:21][C:18]1[S:19][CH:20]=[C:16](/[C:15](=[N:22]/[O:23][C:24]2([C:27]([OH:29])=[O:28])[CH2:26][CH2:25]2)/[C:14]([NH:13][C@@H:12]2[C:11](=[O:31])[N:10]([S:32]([OH:35])(=[O:34])=[O:33])[C@@H:9]2[CH2:8][N:6]2[CH:7]=[C:3]([CH2:2][NH:1][C:42]([NH2:43])=[NH:37])[N:4]=[N:5]2)=[O:30])[N:17]=1. The yield is 0.390. (3) The reactants are Br[C:2]1[CH:7]=[C:6]([C:8]([CH3:11])([CH3:10])[CH3:9])[C:5]([N+:12]([O-:14])=[O:13])=[CH:4][C:3]=1[NH2:15].CCN(CC)CC.[CH3:23][Si:24]([C:27]#[CH:28])([CH3:26])[CH3:25]. The catalyst is C1(C)C=CC=CC=1.O.Cl[Pd](Cl)([P](C1C=CC=CC=1)(C1C=CC=CC=1)C1C=CC=CC=1)[P](C1C=CC=CC=1)(C1C=CC=CC=1)C1C=CC=CC=1.[Cu]I. The product is [C:8]([C:6]1[C:5]([N+:12]([O-:14])=[O:13])=[CH:4][C:3]([NH:15][C:28]#[C:27][Si:24]([CH3:26])([CH3:25])[CH3:23])=[CH:2][CH:7]=1)([CH3:11])([CH3:10])[CH3:9]. The yield is 0.810. (4) The reactants are [F:1][C:2]1[CH:17]=[CH:16][C:5]([O:6][C:7]2[CH:8]=[C:9]([CH:13]=[CH:14][CH:15]=2)[C:10](Cl)=[O:11])=[C:4]([N+:18]([O-:20])=[O:19])[CH:3]=1.[CH3:21][NH:22][CH3:23]. The catalyst is C1COCC1. The product is [F:1][C:2]1[CH:17]=[CH:16][C:5]([O:6][C:7]2[CH:8]=[C:9]([CH:13]=[CH:14][CH:15]=2)[C:10]([N:22]([CH3:23])[CH3:21])=[O:11])=[C:4]([N+:18]([O-:20])=[O:19])[CH:3]=1. The yield is 0.870. (5) The reactants are [H-].[Na+].[NH:3]1[CH:7]=[C:6]([CH:8]=[O:9])[N:5]=[CH:4]1.[C:10]([O:16][CH2:17]Cl)(=[O:15])[C:11]([CH3:14])([CH3:13])[CH3:12]. The product is [C:10]([O:16][CH2:17][N:3]1[CH:7]=[C:6]([CH:8]=[O:9])[N:5]=[CH:4]1)(=[O:15])[C:11]([CH3:14])([CH3:13])[CH3:12]. The catalyst is O1CCCC1.CN(C=O)C. The yield is 0.980. (6) The reactants are Cl[C:2]1[C:11]2[C:6](=[CH:7][C:8]([O:14][CH2:15][CH2:16][CH2:17][N:18]3[CH2:23][CH2:22][N:21]([CH2:24][C:25]#[CH:26])[CH2:20][CH2:19]3)=[C:9]([O:12][CH3:13])[CH:10]=2)[N:5]=[CH:4][N:3]=1.[OH:27][C:28]1[CH:29]=[C:30]2[C:34](=[N:35][CH:36]=1)[NH:33][CH:32]=[CH:31]2.C(=O)([O-])[O-].[K+].[K+]. The catalyst is CC(N(C)C)=O. The product is [NH:33]1[C:34]2[C:30](=[CH:29][C:28]([O:27][C:2]3[C:11]4[C:6](=[CH:7][C:8]([O:14][CH2:15][CH2:16][CH2:17][N:18]5[CH2:23][CH2:22][N:21]([CH2:24][C:25]#[CH:26])[CH2:20][CH2:19]5)=[C:9]([O:12][CH3:13])[CH:10]=4)[N:5]=[CH:4][N:3]=3)=[CH:36][N:35]=2)[CH:31]=[CH:32]1. The yield is 0.760. (7) The catalyst is O1CCOCC1.C1C=CC(P(C2C=CC=CC=2)[C-]2C=CC=C2)=CC=1.C1C=CC(P(C2C=CC=CC=2)[C-]2C=CC=C2)=CC=1.Cl[Pd]Cl.[Fe+2]. The yield is 0.440. The reactants are Cl[C:2]1[N:7]=[C:6]([C:8]([NH:10][C@@H:11]([CH3:16])[C:12]([O:14][CH3:15])=[O:13])=[O:9])[CH:5]=[C:4]([CH:17]=[CH2:18])[N:3]=1.[F:19][C:20]1[CH:41]=[CH:40][C:23]([O:24][C:25]2[CH:30]=[CH:29][C:28](B3OC(C)(C)C(C)(C)O3)=[CH:27][CH:26]=2)=[CH:22][CH:21]=1.C([O-])([O-])=O.[Na+].[Na+]. The product is [F:19][C:20]1[CH:41]=[CH:40][C:23]([O:24][C:25]2[CH:30]=[CH:29][C:28]([C:2]3[N:7]=[C:6]([C:8]([NH:10][C@@H:11]([CH3:16])[C:12]([O:14][CH3:15])=[O:13])=[O:9])[CH:5]=[C:4]([CH:17]=[CH2:18])[N:3]=3)=[CH:27][CH:26]=2)=[CH:22][CH:21]=1. (8) The reactants are [Cl:1][C:2]1[CH:7]=[C:6]([N+:8]([O-])=O)[CH:5]=[C:4]([Cl:11])[C:3]=1[S:12][C:13]1[S:14][C:15]2[CH:21]=[C:20]([C:22]#[N:23])[CH:19]=[CH:18][C:16]=2[N:17]=1.O.O.[Sn](Cl)(Cl)(Cl)Cl. No catalyst specified. The product is [NH2:8][C:6]1[CH:7]=[C:2]([Cl:1])[C:3]([S:12][C:13]2[S:14][C:15]3[CH:21]=[C:20]([C:22]#[N:23])[CH:19]=[CH:18][C:16]=3[N:17]=2)=[C:4]([Cl:11])[CH:5]=1. The yield is 0.980. (9) The reactants are [CH3:1][O:2][C:3]1[N:8]=[CH:7][C:6]([NH:9][C:10]2[C:15]([C:16]3[N:21]=[C:20]([CH3:22])[N:19]=[C:18](SC)[N:17]=3)=[CH:14][N:13]=[C:12]([C:25]3[CH:30]=[CH:29][N:28]=[CH:27][CH:26]=3)[N:11]=2)=[CH:5][CH:4]=1.[NH3:31]. The catalyst is O1CCOCC1. The product is [CH3:1][O:2][C:3]1[N:8]=[CH:7][C:6]([NH:9][C:10]2[C:15]([C:16]3[N:21]=[C:20]([CH3:22])[N:19]=[C:18]([NH2:31])[N:17]=3)=[CH:14][N:13]=[C:12]([C:25]3[CH:30]=[CH:29][N:28]=[CH:27][CH:26]=3)[N:11]=2)=[CH:5][CH:4]=1. The yield is 0.540.